This data is from Forward reaction prediction with 1.9M reactions from USPTO patents (1976-2016). The task is: Predict the product of the given reaction. (1) Given the reactants [C:1](Cl)(=[O:4])[CH:2]=[CH2:3].[CH3:6][N:7]([CH3:38])[C@@H:8]1[CH2:12][CH2:11][N:10]([C:13]2[CH:18]=[C:17]([O:19][CH3:20])[C:16]([NH:21][C:22]3[N:27]=[C:26]([C:28]4[CH:29]=[N:30][N:31]5[CH:36]=[CH:35][CH:34]=[CH:33][C:32]=45)[CH:25]=[CH:24][N:23]=3)=[CH:15][C:14]=2[NH2:37])[CH2:9]1, predict the reaction product. The product is: [CH3:38][N:7]([CH3:6])[C@@H:8]1[CH2:12][CH2:11][N:10]([C:13]2[CH:18]=[C:17]([O:19][CH3:20])[C:16]([NH:21][C:22]3[N:27]=[C:26]([C:28]4[CH:29]=[N:30][N:31]5[CH:36]=[CH:35][CH:34]=[CH:33][C:32]=45)[CH:25]=[CH:24][N:23]=3)=[CH:15][C:14]=2[NH:37][C:1](=[O:4])[CH:2]=[CH2:3])[CH2:9]1. (2) Given the reactants [Cl:1][C:2]1[C:7]([N+:8]([O-:10])=[O:9])=[CH:6][CH:5]=[C:4]([Cl:11])[C:3]=1[S:12](Cl)(=[O:14])=[O:13].[NH:16]([C:27]([O:29][C:30]([CH3:33])([CH3:32])[CH3:31])=[O:28])[C@H:17]([C:23]([O:25][CH3:26])=[O:24])[CH2:18][CH2:19][CH2:20][CH2:21][NH2:22].CC(O)=O.C(N(CC)CC)C, predict the reaction product. The product is: [C:30]([O:29][C:27]([NH:16][CH:17]([C:23]([O:25][CH3:26])=[O:24])[CH2:18][CH2:19][CH2:20][CH2:21][NH:22][S:12]([C:3]1[C:4]([Cl:11])=[CH:5][CH:6]=[C:7]([N+:8]([O-:10])=[O:9])[C:2]=1[Cl:1])(=[O:14])=[O:13])=[O:28])([CH3:33])([CH3:32])[CH3:31]. (3) Given the reactants C(OC([NH:11][CH:12]([CH2:23][O:24][C:25]([CH3:28])([CH3:27])[CH3:26])[C:13](=[O:22])[C:14]([CH3:21])([CH3:20])[C:15](OCC)=[O:16])=O)C1C=CC=CC=1, predict the reaction product. The product is: [C:25]([O:24][CH2:23][CH:12]1[NH:11][C:15](=[O:16])[C:14]([CH3:21])([CH3:20])[C:13]1=[O:22])([CH3:28])([CH3:27])[CH3:26].